From a dataset of Reaction yield outcomes from USPTO patents with 853,638 reactions. Predict the reaction yield, written as a fraction of the theoretical maximum amount of product (1.0 means a 100% yield; for example, 0.34 means a 34% yield). (1) The reactants are [Cl:1][C:2]1[CH:3]=[CH:4][C:5]([NH2:10])=[C:6](N)[C:7]=1[Cl:8].C(N=C=S)(C)C.CC1C=CC(S([O-])(=O)=O)=CC=1.C[N+]1(CC[N:37]=[C:38]=[N:39][CH:40]2[CH2:45]CCC[CH2:41]2)CCOCC1. The catalyst is N1C=CC=CC=1. The product is [Cl:1][C:2]1[C:7]([Cl:8])=[CH:6][C:5]2[NH:10][C:38]([NH:39][CH:40]([CH3:45])[CH3:41])=[N:37][C:4]=2[CH:3]=1. The yield is 0.670. (2) The product is [N+:8]([CH2:11][C:4]1([OH:7])[CH2:5][CH2:6][O:1][CH2:2][CH2:3]1)([O-:10])=[O:9]. The yield is 0.340. The reactants are [O:1]1[CH2:6][CH2:5][C:4](=[O:7])[CH2:3][CH2:2]1.[N+:8]([CH3:11])([O-:10])=[O:9].[O-]CC.[Na+].O. The catalyst is C(O)C. (3) The reactants are [Cl:1][C:2]1[CH:12]=[C:11]([Cl:13])[CH:10]=[CH:9][C:3]=1[O:4][CH2:5][C:6]([OH:8])=O.[NH2:14][C:15]1[CH:16]=[C:17]([OH:21])[CH:18]=[CH:19][CH:20]=1.F[P-](F)(F)(F)(F)F.[PH4+].C(N(CC)C(C)C)(C)C. The yield is 0.990. The catalyst is CN(C=O)C. The product is [Cl:1][C:2]1[CH:12]=[C:11]([Cl:13])[CH:10]=[CH:9][C:3]=1[O:4][CH2:5][C:6]([NH:14][C:15]1[CH:20]=[CH:19][CH:18]=[C:17]([OH:21])[CH:16]=1)=[O:8]. (4) The reactants are O[Li].O.[C:4]([O:8][C:9]([C@H:11]([CH2:16][C:17]1[CH:22]=[CH:21][C:20]([Cl:23])=[C:19]([F:24])[CH:18]=1)[C:12]([O:14]C)=[O:13])=[O:10])([CH3:7])([CH3:6])[CH3:5].C1COCC1. The catalyst is O. The product is [C:4]([O:8][C:9]([C@H:11]([CH2:16][C:17]1[CH:22]=[CH:21][C:20]([Cl:23])=[C:19]([F:24])[CH:18]=1)[C:12]([OH:14])=[O:13])=[O:10])([CH3:7])([CH3:5])[CH3:6]. The yield is 0.831. (5) The reactants are [I:1][C:2]1[CH:3]=[N:4][NH:5][CH:6]=1.Cl[CH2:8][C:9]1[CH:14]=[CH:13][C:12]([O:15][CH3:16])=[CH:11][CH:10]=1.C([O-])([O-])=O.[K+].[K+]. The catalyst is C(#N)C. The product is [I:1][C:2]1[CH:3]=[N:4][N:5]([CH2:8][C:9]2[CH:14]=[CH:13][C:12]([O:15][CH3:16])=[CH:11][CH:10]=2)[CH:6]=1. The yield is 0.880. (6) The reactants are [Br:1][C:2]1[CH:7]=[C:6]([CH3:8])[CH:5]=[C:4]([C:9]([CH3:12])([CH3:11])[CH3:10])[C:3]=1[OH:13].[OH-].[K+].[CH3:16]S(C)=O.IC. The catalyst is C(OCC)C. The product is [Br:1][C:2]1[CH:7]=[C:6]([CH3:8])[CH:5]=[C:4]([C:9]([CH3:10])([CH3:12])[CH3:11])[C:3]=1[O:13][CH3:16]. The yield is 0.828.